Task: Predict the product of the given reaction.. Dataset: Forward reaction prediction with 1.9M reactions from USPTO patents (1976-2016) (1) Given the reactants Cl[C:2]1[N:7]=[C:6]([NH2:8])[CH:5]=[CH:4][N:3]=1.C1C[CH2:18][N:17]2[C:12](=[N:13][CH2:14][CH2:15][CH2:16]2)CC1.CN(C)CCCN, predict the reaction product. The product is: [CH3:12][N:17]([CH3:18])[CH2:16][CH2:15][CH2:14][NH:13][C:2]1[N:7]=[C:6]([NH2:8])[CH:5]=[CH:4][N:3]=1. (2) Given the reactants [NH2:1][C:2]1[CH:14]=[C:13]([N:15]2[C:23]3[C:18](=[CH:19][CH:20]=[CH:21][CH:22]=3)[CH2:17][CH2:16]2)[CH:12]=[CH:11][C:3]=1[C:4]([O:6][C:7]([CH3:10])([CH3:9])[CH3:8])=[O:5].Br[C:25]1[CH:26]=[CH:27][C:28]2[S:32][CH:31]=[CH:30][C:29]=2[CH:33]=1.C(=O)([O-])[O-].[Cs+].[Cs+].C1(P(C2CCCCC2)C2C=CC=CC=2C2C(C(C)C)=CC(C(C)C)=CC=2C(C)C)CCCCC1, predict the reaction product. The product is: [S:32]1[C:28]2[CH:27]=[CH:26][C:25]([NH:1][C:2]3[CH:14]=[C:13]([N:15]4[C:23]5[C:18](=[CH:19][CH:20]=[CH:21][CH:22]=5)[CH2:17][CH2:16]4)[CH:12]=[CH:11][C:3]=3[C:4]([O:6][C:7]([CH3:10])([CH3:9])[CH3:8])=[O:5])=[CH:33][C:29]=2[CH:30]=[CH:31]1. (3) Given the reactants Cl[C:2]1[N:7]=[C:6]([N:8]([CH3:24])[C:9]2[CH:14]=[CH:13][N:12]=[C:11]([NH:15][CH2:16][CH2:17][C:18]3[CH:19]=[N:20][CH:21]=[CH:22][CH:23]=3)[N:10]=2)[CH:5]=[CH:4][N:3]=1.[S:25]1[CH:29]=[CH:28][C:27](B(O)O)=[CH:26]1.C(=O)([O-])[O-].[Na+].[Na+].CCO, predict the reaction product. The product is: [CH3:24][N:8]([C:6]1[CH:5]=[CH:4][N:3]=[C:2]([C:27]2[CH:28]=[CH:29][S:25][CH:26]=2)[N:7]=1)[C:9]1[CH:14]=[CH:13][N:12]=[C:11]([NH:15][CH2:16][CH2:17][C:18]2[CH:19]=[N:20][CH:21]=[CH:22][CH:23]=2)[N:10]=1.